This data is from Peptide-MHC class II binding affinity with 134,281 pairs from IEDB. The task is: Regression. Given a peptide amino acid sequence and an MHC pseudo amino acid sequence, predict their binding affinity value. This is MHC class II binding data. (1) The peptide sequence is PVQRHPRSLFPEFSE. The MHC is DRB1_0405 with pseudo-sequence DRB1_0405. The binding affinity (normalized) is 0. (2) The peptide sequence is LLAAADELVGGPPVE. The MHC is DRB1_0405 with pseudo-sequence DRB1_0405. The binding affinity (normalized) is 0. (3) The peptide sequence is TAVAKCNEKHDEEFC. The MHC is DRB1_0404 with pseudo-sequence DRB1_0404. The binding affinity (normalized) is 0.548.